This data is from Full USPTO retrosynthesis dataset with 1.9M reactions from patents (1976-2016). The task is: Predict the reactants needed to synthesize the given product. (1) Given the product [C:1]([O:5][C:6]([NH:8][CH2:9][C:10]1[CH:11]=[C:12]([C:17]2[S:18][C:19]([CH:40]3[CH2:42][CH2:41]3)=[C:20]([C:22]([NH:24][C:25]3[CH:30]=[CH:29][CH:28]=[CH:27][C:26]=3[CH2:31][C:32]([O:34][C:35]([CH3:38])([CH3:37])[CH3:36])=[O:33])=[O:23])[N:21]=2)[CH:13]=[C:14]([F:16])[CH:15]=1)=[O:7])([CH3:4])([CH3:3])[CH3:2], predict the reactants needed to synthesize it. The reactants are: [C:1]([O:5][C:6]([NH:8][CH2:9][C:10]1[CH:11]=[C:12]([C:17]2[S:18][C:19](Cl)=[C:20]([C:22]([NH:24][C:25]3[CH:30]=[CH:29][CH:28]=[CH:27][C:26]=3[CH2:31][C:32]([O:34][C:35]([CH3:38])([CH3:37])[CH3:36])=[O:33])=[O:23])[N:21]=2)[CH:13]=[C:14]([F:16])[CH:15]=1)=[O:7])([CH3:4])([CH3:3])[CH3:2].[CH:40]1([B-](F)(F)F)[CH2:42][CH2:41]1.[K+].C([O-])([O-])=O.[K+].[K+]. (2) Given the product [Cl:35][C:29]1[CH:30]=[C:31]([Cl:34])[CH:32]=[CH:33][C:28]=1[C@@H:19]1[N:20]=[C:21]([C:23]2[S:24][CH:25]=[CH:26][N:27]=2)[NH:22][C:17]([CH2:16][N:6]2[CH2:7][C:3]([F:2])([F:14])[CH2:4][C@H:5]2[CH:8]([CH3:13])[CH2:9][C:10]([OH:12])=[O:11])=[C:18]1[C:36]([O:38][CH2:39][CH3:40])=[O:37], predict the reactants needed to synthesize it. The reactants are: Cl.[F:2][C:3]1([F:14])[CH2:7][NH:6][C@H:5]([CH:8]([CH3:13])[CH2:9][C:10]([OH:12])=[O:11])[CH2:4]1.Br[CH2:16][C:17]1[NH:22][C:21]([C:23]2[S:24][CH:25]=[CH:26][N:27]=2)=[N:20][C@@H:19]([C:28]2[CH:33]=[CH:32][C:31]([Cl:34])=[CH:30][C:29]=2[Cl:35])[C:18]=1[C:36]([O:38][CH2:39][CH3:40])=[O:37].C(=O)([O-])[O-].[K+].[K+]. (3) Given the product [CH3:15][O:16][C:17]1[CH:22]=[CH:21][CH:20]=[CH:19][C:18]=1[CH2:23][CH2:24][NH:25][C:12]([C:10]1[S:11][C:7]([C:4]2[CH:3]=[CH:2][N:1]=[CH:6][CH:5]=2)=[CH:8][CH:9]=1)=[O:14], predict the reactants needed to synthesize it. The reactants are: [N:1]1[CH:6]=[CH:5][C:4]([C:7]2[S:11][C:10]([C:12]([OH:14])=O)=[CH:9][CH:8]=2)=[CH:3][CH:2]=1.[CH3:15][O:16][C:17]1[CH:22]=[CH:21][CH:20]=[CH:19][C:18]=1[CH2:23][CH2:24][NH2:25]. (4) Given the product [Cl:1][C:2]1[CH:3]=[C:4]([O:13][CH2:14][C:15]2[C:24]([F:25])=[CH:23][C:18]([C:19]([OH:21])=[O:20])=[C:17]([F:26])[CH:16]=2)[CH:5]=[N:6][C:7]=1[O:8][CH2:9][CH:10]([CH3:12])[CH3:11], predict the reactants needed to synthesize it. The reactants are: [Cl:1][C:2]1[CH:3]=[C:4]([O:13][CH2:14][C:15]2[C:24]([F:25])=[CH:23][C:18]([C:19]([O:21]C)=[O:20])=[C:17]([F:26])[CH:16]=2)[CH:5]=[N:6][C:7]=1[O:8][CH2:9][CH:10]([CH3:12])[CH3:11].[OH-].[Li+]. (5) Given the product [F:1][C:2]1[CH:3]=[C:4]2[C:8](=[CH:9][CH:10]=1)[N:7]([CH2:20][C:21]1[CH:26]=[CH:25][N:24]=[CH:23][CH:22]=1)[C:6]([C:11]([O:13][CH2:14][CH3:15])=[O:12])=[CH:5]2, predict the reactants needed to synthesize it. The reactants are: [F:1][C:2]1[CH:3]=[C:4]2[C:8](=[CH:9][CH:10]=1)[NH:7][C:6]([C:11]([O:13][CH2:14][CH3:15])=[O:12])=[CH:5]2.[H-].[Na+].Br.Br[CH2:20][C:21]1[CH:26]=[CH:25][N:24]=[CH:23][CH:22]=1.C(OCC)C. (6) Given the product [CH:1]1([C:7]2[C:8]3[CH:9]=[CH:10][C:11]([C:32]([OH:34])=[O:33])=[CH:12][C:13]=3[N:14]3[C:21]=2[C:20]2[CH:22]=[CH:23][CH:24]=[CH:25][C:19]=2[N:18]([CH2:26][CH2:27][N:28]([CH3:30])[CH3:29])[C:17](=[O:31])[CH2:16][CH2:15]3)[CH2:2][CH2:3][CH2:4][CH2:5][CH2:6]1, predict the reactants needed to synthesize it. The reactants are: [CH:1]1([C:7]2[C:8]3[CH:9]=[CH:10][C:11]([C:32]([O:34]C)=[O:33])=[CH:12][C:13]=3[N:14]3[C:21]=2[C:20]2[CH:22]=[CH:23][CH:24]=[CH:25][C:19]=2[N:18]([CH2:26][CH2:27][N:28]([CH3:30])[CH3:29])[C:17](=[O:31])[CH2:16][CH2:15]3)[CH2:6][CH2:5][CH2:4][CH2:3][CH2:2]1.C(Cl)Cl. (7) Given the product [CH2:1]([O:8][C:9]([NH:11][C:12]1[C:13]([C:25]([OH:27])=[O:26])=[N:14][C:15]2[C:20]([CH:21]=1)=[CH:19][CH:18]=[C:17]([O:22][CH2:23][CH3:24])[N:16]=2)=[O:10])[C:2]1[CH:7]=[CH:6][CH:5]=[CH:4][CH:3]=1, predict the reactants needed to synthesize it. The reactants are: [CH2:1]([O:8][C:9]([NH:11][C:12]1[C:13]([C:25]([O:27]CC)=[O:26])=[N:14][C:15]2[C:20]([CH:21]=1)=[CH:19][CH:18]=[C:17]([O:22][CH2:23][CH3:24])[N:16]=2)=[O:10])[C:2]1[CH:7]=[CH:6][CH:5]=[CH:4][CH:3]=1.O.[OH-].[Li+]. (8) Given the product [F:17][C:2]([F:1])([F:16])[C:3]1[CH:15]=[CH:14][CH:13]=[CH:12][C:4]=1[O:5][CH:6]1[CH2:11][CH2:10][N:9]([C:19]2[S:20][CH:21]=[C:22]([C:24]([O:26][CH2:27][CH3:28])=[O:25])[N:23]=2)[CH2:8][CH2:7]1, predict the reactants needed to synthesize it. The reactants are: [F:1][C:2]([F:17])([F:16])[C:3]1[CH:15]=[CH:14][CH:13]=[CH:12][C:4]=1[O:5][CH:6]1[CH2:11][CH2:10][NH:9][CH2:8][CH2:7]1.Br[C:19]1[S:20][CH:21]=[C:22]([C:24]([O:26][CH2:27][CH3:28])=[O:25])[N:23]=1.C1CCN2C(=NCCC2)CC1.O.